Task: Predict the reactants needed to synthesize the given product.. Dataset: Full USPTO retrosynthesis dataset with 1.9M reactions from patents (1976-2016) (1) Given the product [NH:2]([C:6]1[CH:14]=[CH:13][C:9]([C:10]([O:33][C:31]2[CH:30]=[CH:29][C:28]([CH:34]3[CH2:35][CH2:36][N:37]([C:40](=[O:50])[CH2:41][CH2:42][C:43]([O:45][C:46]([CH3:47])([CH3:48])[CH3:49])=[O:44])[CH2:38][CH2:39]3)=[C:27]([C:24]3[CH2:23][C:22]([CH2:51][C:52]([O:53][C:54]([CH3:57])([CH3:56])[CH3:55])=[O:58])([CH2:21][C:20](=[O:59])[O:19][C:15]([CH3:17])([CH3:18])[CH3:16])[O:26][N:25]=3)[CH:32]=2)=[O:11])=[CH:8][CH:7]=1)[C:3]([NH2:5])=[NH:4], predict the reactants needed to synthesize it. The reactants are: Cl.[NH:2]([C:6]1[CH:14]=[CH:13][C:9]([C:10](Cl)=[O:11])=[CH:8][CH:7]=1)[C:3]([NH2:5])=[NH:4].[C:15]([O:19][C:20](=[O:59])[CH2:21][C:22]1([CH2:51][C:52](=[O:58])[O:53][C:54]([CH3:57])([CH3:56])[CH3:55])[O:26][N:25]=[C:24]([C:27]2[CH:32]=[C:31]([OH:33])[CH:30]=[CH:29][C:28]=2[CH:34]2[CH2:39][CH2:38][N:37]([C:40](=[O:50])[CH2:41][CH2:42][C:43]([O:45][C:46]([CH3:49])([CH3:48])[CH3:47])=[O:44])[CH2:36][CH2:35]2)[CH2:23]1)([CH3:18])([CH3:17])[CH3:16].N1C=CC=CC=1.CN1C(=O)CCC1. (2) Given the product [O:39]1[C:35]2[CH:34]=[CH:33][C:32]([C:2]3[CH:7]=[CH:6][C:5]([C:8]4[N:12]([CH2:13][C@@H:14]5[CH2:18][CH2:17][N:16]([C:19]([CH:21]6[CH2:23][CH2:22]6)=[O:20])[CH2:15]5)[CH:11]=[N:10][N:9]=4)=[CH:4][CH:3]=3)=[CH:40][C:36]=2[CH:37]=[CH:38]1, predict the reactants needed to synthesize it. The reactants are: Br[C:2]1[CH:7]=[CH:6][C:5]([C:8]2[N:12]([CH2:13][C@@H:14]3[CH2:18][CH2:17][N:16]([C:19]([CH:21]4[CH2:23][CH2:22]4)=[O:20])[CH2:15]3)[CH:11]=[N:10][N:9]=2)=[CH:4][CH:3]=1.CC1(C)C(C)(C)OB([C:32]2[CH:33]=[CH:34][C:35]3[O:39][CH:38]=[CH:37][C:36]=3[CH:40]=2)O1. (3) Given the product [CH2:1]([N:8]([CH2:29][C:23](=[CH2:22])[C:24]([O:26][CH2:27][CH3:28])=[O:25])[C:9]([CH3:14])([CH2:11][CH:12]=[CH2:13])[CH3:10])[C:2]1[CH:7]=[CH:6][CH:5]=[CH:4][CH:3]=1, predict the reactants needed to synthesize it. The reactants are: [CH2:1]([NH:8][C:9]([CH3:14])([CH2:11][CH:12]=[CH2:13])[CH3:10])[C:2]1[CH:7]=[CH:6][CH:5]=[CH:4][CH:3]=1.C(=O)([O-])[O-].[K+].[K+].Br[CH2:22][C:23](=[CH2:29])[C:24]([O:26][CH2:27][CH3:28])=[O:25]. (4) Given the product [F:19][C:20]1[C:27]([F:28])=[C:26]([OH:29])[CH:25]=[CH:24][C:21]=1[CH:22]=[CH:15][C:14]([C:12]1[S:13][C:9]([C:6]2[CH:5]=[CH:4][C:3]([C:2]([F:17])([F:1])[F:18])=[CH:8][CH:7]=2)=[CH:10][CH:11]=1)=[O:16], predict the reactants needed to synthesize it. The reactants are: [F:1][C:2]([F:18])([F:17])[C:3]1[CH:8]=[CH:7][C:6]([C:9]2[S:13][C:12]([C:14](=[O:16])[CH3:15])=[CH:11][CH:10]=2)=[CH:5][CH:4]=1.[F:19][C:20]1[C:27]([F:28])=[C:26]([OH:29])[CH:25]=[CH:24][C:21]=1[CH:22]=O. (5) Given the product [Cl:12][C:13]1[CH:20]=[C:19]([S:21]([CH3:24])(=[O:23])=[O:22])[CH:18]=[CH:17][C:14]=1[CH2:15][NH:16][C:6](=[O:8])[C:5]1[CH:9]=[CH:10][C:2]([F:1])=[N:3][CH:4]=1, predict the reactants needed to synthesize it. The reactants are: [F:1][C:2]1[CH:10]=[CH:9][C:5]([C:6]([OH:8])=O)=[CH:4][N:3]=1.Cl.[Cl:12][C:13]1[CH:20]=[C:19]([S:21]([CH3:24])(=[O:23])=[O:22])[CH:18]=[CH:17][C:14]=1[CH2:15][NH2:16].ON1C2C=CC=CC=2N=N1.Cl.C(N=C=NCCCN(C)C)C.C(N(C(C)C)CC)(C)C.